From a dataset of Catalyst prediction with 721,799 reactions and 888 catalyst types from USPTO. Predict which catalyst facilitates the given reaction. (1) Reactant: [Br:1][C:2]1[CH:3]=[CH:4][C:5](F)=[C:6]([CH:9]=1)[CH:7]=O.Cl.[C:12]([NH2:15])(=[NH:14])[CH3:13].CCN(C(C)C)C(C)C.O. Product: [Br:1][C:2]1[CH:9]=[C:6]2[C:5]([CH:13]=[C:12]([NH2:15])[N:14]=[CH:7]2)=[CH:4][CH:3]=1. The catalyst class is: 37. (2) Reactant: [CH:1]1([CH2:4][N:5]([C:10]2[CH:11]=[CH:12][C:13]([O:20][CH2:21][CH2:22][N:23]3[CH2:28][CH2:27][O:26][CH2:25][CH2:24]3)=[C:14]([CH:19]=2)[C:15]([O:17]C)=[O:16])[S:6]([CH3:9])(=[O:8])=[O:7])[CH2:3][CH2:2]1.[ClH:29]. Product: [ClH:29].[CH:1]1([CH2:4][N:5]([C:10]2[CH:11]=[CH:12][C:13]([O:20][CH2:21][CH2:22][N:23]3[CH2:24][CH2:25][O:26][CH2:27][CH2:28]3)=[C:14]([CH:19]=2)[C:15]([OH:17])=[O:16])[S:6]([CH3:9])(=[O:8])=[O:7])[CH2:3][CH2:2]1. The catalyst class is: 12. (3) Reactant: [Cl:1][C:2]1[CH:7]=[CH:6][C:5]([N:8]([CH2:31][C:32]2[CH:37]=[CH:36][C:35]([O:38][CH3:39])=[CH:34][CH:33]=2)[C:9]([C:11]2[S:15][C:14]([NH:16][C:17]3[CH:22]=[CH:21][C:20](/[CH:23]=[CH:24]\[C:25]4[CH:30]=[CH:29][CH:28]=[CH:27][CH:26]=4)=[CH:19][CH:18]=3)=[N:13][CH:12]=2)=[O:10])=[CH:4][CH:3]=1.ClC1C=CC=C(C(OO)=[O:48])C=1. Product: [Cl:1][C:2]1[CH:3]=[CH:4][C:5]([N:8]([CH2:31][C:32]2[CH:33]=[CH:34][C:35]([O:38][CH3:39])=[CH:36][CH:37]=2)[C:9]([C:11]2[S:15][C:14]([NH:16][C:17]3[CH:22]=[CH:21][C:20]([CH:23]4[CH:24]([C:25]5[CH:30]=[CH:29][CH:28]=[CH:27][CH:26]=5)[O:48]4)=[CH:19][CH:18]=3)=[N:13][CH:12]=2)=[O:10])=[CH:6][CH:7]=1. The catalyst class is: 22. (4) Reactant: C(OC([NH:8][CH:9]([CH3:29])[CH:10]([C:12]1([C:25](OC)=[O:26])[CH2:17][CH2:16][N:15]([C:18]([O:20][C:21]([CH3:24])([CH3:23])[CH3:22])=[O:19])[CH2:14][CH2:13]1)[OH:11])=O)(C)(C)C.C(O)(C(F)(F)F)=O.C([O-])([O-])=O.[K+].[K+].C([O-])(O)=O.[Na+].CC(OC(OC(OC(C)(C)C)=O)=O)(C)C. Product: [OH:11][CH:10]1[C:12]2([CH2:17][CH2:16][N:15]([C:18]([O:20][C:21]([CH3:24])([CH3:23])[CH3:22])=[O:19])[CH2:14][CH2:13]2)[C:25](=[O:26])[NH:8][CH:9]1[CH3:29]. The catalyst class is: 2. (5) Reactant: [C:1](O[BH-](OC(=O)C)OC(=O)C)(=O)C.[Na+].[NH:15]1[CH2:20][CH2:19][CH:18]([C:21]2[N:26]=[CH:25][C:24]([C:27]([O:29][CH3:30])=[O:28])=[CH:23][N:22]=2)[CH2:17][CH2:16]1.C=O.C(O)(=O)C. Product: [CH3:1][N:15]1[CH2:20][CH2:19][CH:18]([C:21]2[N:22]=[CH:23][C:24]([C:27]([O:29][CH3:30])=[O:28])=[CH:25][N:26]=2)[CH2:17][CH2:16]1. The catalyst class is: 5. (6) Reactant: C(OC(C1C=C(C2C=CC(C[Br:19])=CC=2)C=CC=1)=O)C.[CH2:20]([O:22][C:23]([C:25]1[CH:26]=[C:27]([C:31]2[CH:36]=[CH:35][CH:34]=[CH:33][C:32]=2[CH3:37])[CH:28]=[CH:29][CH:30]=1)=[O:24])[CH3:21].BrN1C(=O)CCC1=O.N(C(C)(C)C#N)=NC(C)(C)C#N. Product: [CH2:20]([O:22][C:23]([C:25]1[CH:26]=[C:27]([C:31]2[CH:36]=[CH:35][CH:34]=[CH:33][C:32]=2[CH2:37][Br:19])[CH:28]=[CH:29][CH:30]=1)=[O:24])[CH3:21]. The catalyst class is: 53.